Dataset: Forward reaction prediction with 1.9M reactions from USPTO patents (1976-2016). Task: Predict the product of the given reaction. (1) Given the reactants CN1[C@@H]([C@H:12]2[O:21][C:19](=[O:20])[C:18]3[C:17]([O:22][CH3:23])=[C:16]([O:24][CH3:25])[CH:15]=[CH:14][C:13]2=3)C2C(OC)=C3OCOC3=CC=2CC1.S(Cl)(Cl)(=O)=O.CO.O, predict the reaction product. The product is: [CH3:25][O:24][C:16]1[C:17]([O:22][CH3:23])=[C:18]2[C:13]([CH2:12][O:21][C:19]2=[O:20])=[CH:14][CH:15]=1. (2) Given the reactants Br[CH:2]([CH2:7][CH2:8]Br)[C:3]([O:5][CH3:6])=[O:4].Cl.[CH3:11][C:12]1([CH3:19])[CH2:17][CH2:16][CH:15]([NH2:18])[CH2:14][CH2:13]1, predict the reaction product. The product is: [CH3:11][C:12]1([CH3:19])[CH2:17][CH2:16][CH:15]([N:18]2[CH2:8][CH2:7][CH:2]2[C:3]([O:5][CH3:6])=[O:4])[CH2:14][CH2:13]1. (3) Given the reactants [Cl-].[Cl:2][C:3]1[CH:28]=[CH:27][CH:26]=[CH:25][C:4]=1[CH2:5][P+](C1C=CC=CC=1)(C1C=CC=CC=1)C1C=CC=CC=1.C([N-]C(C)C)(C)C.[Li+].[CH2:37]([O:39][C:40]([C:42]1[N:43]([CH2:49][CH2:50][CH2:51][O:52][CH3:53])[C:44]([CH:47]=O)=[CH:45][CH:46]=1)=[O:41])[CH3:38], predict the reaction product. The product is: [CH2:37]([O:39][C:40]([C:42]1[N:43]([CH2:49][CH2:50][CH2:51][O:52][CH3:53])[C:44]([CH:47]=[CH:5][C:4]2[CH:25]=[CH:26][CH:27]=[CH:28][C:3]=2[Cl:2])=[CH:45][CH:46]=1)=[O:41])[CH3:38]. (4) The product is: [F:1]/[C:2](/[C:14]1[CH:18]=[C:17]([CH3:19])[N:16]([CH2:20][C:21]2[CH:22]=[C:23]([C:24]([N:34]3[CH2:35][CH2:36][CH:31]([OH:30])[CH2:32][CH2:33]3)=[O:26])[CH:27]=[CH:28][CH:29]=2)[N:15]=1)=[CH:3]\[C:4]1[CH:9]=[CH:8][C:7]([C:10]([F:11])([F:12])[F:13])=[CH:6][CH:5]=1. Given the reactants [F:1]/[C:2](/[C:14]1[CH:18]=[C:17]([CH3:19])[N:16]([CH2:20][C:21]2[CH:22]=[C:23]([CH:27]=[CH:28][CH:29]=2)[C:24]([OH:26])=O)[N:15]=1)=[CH:3]\[C:4]1[CH:9]=[CH:8][C:7]([C:10]([F:13])([F:12])[F:11])=[CH:6][CH:5]=1.[OH:30][CH:31]1[CH2:36][CH2:35][NH:34][CH2:33][CH2:32]1, predict the reaction product. (5) Given the reactants [C:1]1([C:7]2[CH:8]=[C:9]3[C:13](=[C:14]([C:16]([NH2:18])=[O:17])[CH:15]=2)[NH:12][CH:11]=[C:10]3[C:19]2[CH2:20][CH2:21][NH:22][CH2:23][CH:24]=2)[CH:6]=[CH:5][CH:4]=[CH:3][CH:2]=1.[CH3:25][N:26]1[C:30]([CH3:31])=[C:29]([S:32](Cl)(=[O:34])=[O:33])[C:28]([CH3:36])=[N:27]1.C(N(CC)CC)C, predict the reaction product. The product is: [C:1]1([C:7]2[CH:8]=[C:9]3[C:13](=[C:14]([C:16]([NH2:18])=[O:17])[CH:15]=2)[NH:12][CH:11]=[C:10]3[CH:19]2[CH2:20][CH2:21][N:22]([S:32]([C:29]3[C:28]([CH3:36])=[N:27][N:26]([CH3:25])[C:30]=3[CH3:31])(=[O:33])=[O:34])[CH2:23][CH2:24]2)[CH:2]=[CH:3][CH:4]=[CH:5][CH:6]=1. (6) Given the reactants [NH2:1][C:2]1[CH:3]=[CH:4][C:5]2[S:10][C:9]3[N:11]=[CH:12][CH:13]=[N:14][C:8]=3[N:7]([CH2:15][O:16][CH3:17])[C:6]=2[CH:18]=1.[C:19](OC(=O)C)(=[O:21])[CH3:20], predict the reaction product. The product is: [CH3:17][O:16][CH2:15][N:7]1[C:6]2[CH:18]=[C:2]([NH:1][C:19](=[O:21])[CH3:20])[CH:3]=[CH:4][C:5]=2[S:10][C:9]2[N:11]=[CH:12][CH:13]=[N:14][C:8]1=2. (7) Given the reactants [Cl:1][C:2]1[CH:7]=[CH:6][C:5]([N:8]([C@H:12]2[C:21]3[C:16](=[CH:17][CH:18]=[CH:19][CH:20]=3)[N:15]([C:22](=[O:30])[C:23]3[CH:28]=[CH:27][C:26]([OH:29])=[CH:25][CH:24]=3)[C@@H:14]([CH3:31])[CH2:13]2)[C:9](=[O:11])[CH3:10])=[CH:4][CH:3]=1.[H-].[Na+].Cl[CH2:35][CH2:36][CH2:37][S:38]([OH:41])(=[O:40])=[O:39], predict the reaction product. The product is: [C:9]([N:8]([C:5]1[CH:4]=[CH:3][C:2]([Cl:1])=[CH:7][CH:6]=1)[C@H:12]1[C:21]2[C:16](=[CH:17][CH:18]=[CH:19][CH:20]=2)[N:15]([C:22]([C:23]2[CH:24]=[CH:25][C:26]([O:29][CH2:35][CH2:36][CH2:37][S:38]([OH:41])(=[O:40])=[O:39])=[CH:27][CH:28]=2)=[O:30])[C@@H:14]([CH3:31])[CH2:13]1)(=[O:11])[CH3:10]. (8) Given the reactants CN1CCN(C2C=CC(NC3C4N(N=CN=4)C(C4C=C(C(N)=O)SC=4)=CN=3)=CC=2)CC1.[Br:32][C:33]1[N:38]2[N:39]=[CH:40][N:41]=[C:37]2[C:36](Br)=[N:35][CH:34]=1.[N:43]1([CH2:49][CH2:50][O:51][C:52]2[CH:57]=[CH:56][C:55]([NH2:58])=[CH:54][CH:53]=2)[CH2:48][CH2:47][O:46][CH2:45][CH2:44]1.C(N(CC)C(C)C)(C)C, predict the reaction product. The product is: [Br:32][C:33]1[N:38]2[N:39]=[CH:40][N:41]=[C:37]2[C:36]([NH:58][C:55]2[CH:56]=[CH:57][C:52]([O:51][CH2:50][CH2:49][N:43]3[CH2:44][CH2:45][O:46][CH2:47][CH2:48]3)=[CH:53][CH:54]=2)=[N:35][CH:34]=1. (9) Given the reactants [C:1]([O:5][C:6]([N:8]1[CH2:13][CH2:12][CH:11]([CH2:14][C:15]2[CH:20]=[CH:19][CH:18]=[CH:17][C:16]=2[C:21]([O:23]C)=[O:22])[CH2:10][CH2:9]1)=[O:7])([CH3:4])([CH3:3])[CH3:2].[OH-].[Na+].Cl, predict the reaction product. The product is: [C:1]([O:5][C:6]([N:8]1[CH2:13][CH2:12][CH:11]([CH2:14][C:15]2[CH:20]=[CH:19][CH:18]=[CH:17][C:16]=2[C:21]([OH:23])=[O:22])[CH2:10][CH2:9]1)=[O:7])([CH3:4])([CH3:2])[CH3:3]. (10) The product is: [N:38]1[CH:39]=[CH:40][CH:41]=[C:36]([CH2:35][O:34][C:32](=[O:33])[NH:31][CH2:30][C:27]2[CH:26]=[CH:25][C:24]([C:22]([NH:21][C:10]3[C:9]([NH2:5])=[CH:14][CH:13]=[C:12]([C:15]4[CH:16]=[CH:17][CH:18]=[CH:19][CH:20]=4)[N:11]=3)=[O:23])=[CH:29][CH:28]=2)[CH:37]=1. Given the reactants CC([N:5]([C:9]1[C:10]([NH:21][C:22]([C:24]2[CH:29]=[CH:28][C:27]([CH2:30][NH:31][C:32]([O:34][CH2:35][C:36]3[CH:37]=[N:38][CH:39]=[CH:40][CH:41]=3)=[O:33])=[CH:26][CH:25]=2)=[O:23])=[N:11][C:12]([C:15]2[CH:20]=[CH:19][CH:18]=[CH:17][CH:16]=2)=[CH:13][CH:14]=1)C(=O)[O-])(C)C.Cl.O1CCOCC1, predict the reaction product.